From a dataset of Catalyst prediction with 721,799 reactions and 888 catalyst types from USPTO. Predict which catalyst facilitates the given reaction. (1) Reactant: [C:1]([O:5][C:6]([NH:8][C@@H:9]1[CH2:13][CH2:12][C@:11]([CH:17]([CH3:19])[CH3:18])([C:14]([OH:16])=O)[CH2:10]1)=[O:7])([CH3:4])([CH3:3])[CH3:2].[C:20]1([CH:26]2[CH2:31][CH2:30][NH:29][CH2:28][CH2:27]2)[CH:25]=[CH:24][CH:23]=[CH:22][CH:21]=1.C(N(CC)CC)C.F[P-](F)(F)(F)(F)F.N1(O[P+](N(C)C)(N(C)C)N(C)C)C2C=CC=CC=2N=N1. Product: [CH:17]([C@:11]1([C:14]([N:29]2[CH2:28][CH:27]=[C:26]([C:20]3[CH:25]=[CH:24][CH:23]=[CH:22][CH:21]=3)[CH2:31][CH2:30]2)=[O:16])[CH2:12][CH2:13][C@@H:9]([NH:8][C:6](=[O:7])[O:5][C:1]([CH3:2])([CH3:3])[CH3:4])[CH2:10]1)([CH3:19])[CH3:18]. The catalyst class is: 2. (2) Reactant: [Cl:1][CH2:2][C:3]([CH2:5]Cl)=O.[NH2:7][C:8]1[C:13]([CH3:14])=[CH:12][CH:11]=[CH:10][N:9]=1. Product: [Cl:1][CH2:2][C:3]1[N:7]=[C:8]2[C:13]([CH3:14])=[CH:12][CH:11]=[CH:10][N:9]2[CH:5]=1. The catalyst class is: 8.